Dataset: Catalyst prediction with 721,799 reactions and 888 catalyst types from USPTO. Task: Predict which catalyst facilitates the given reaction. (1) Product: [CH3:24][C:25]1[NH:1][C:2]2[C:3]([C:4]#[N:5])=[CH:6][CH:7]=[C:8]([N:11]3[C:19]4[CH2:18][C:17]([CH3:20])([CH3:21])[CH2:16][C:15](=[O:22])[C:14]=4[C:13]([CH3:23])=[N:12]3)[C:9]=2[N:10]=1. The catalyst class is: 8. Reactant: [NH2:1][C:2]1[C:9]([NH2:10])=[C:8]([N:11]2[C:19]3[CH2:18][C:17]([CH3:21])([CH3:20])[CH2:16][C:15](=[O:22])[C:14]=3[C:13]([CH3:23])=[N:12]2)[CH:7]=[CH:6][C:3]=1[C:4]#[N:5].[C:24](OC)(OC)(OC)[CH3:25].[O-]S(C(F)(F)F)(=O)=O.[Yb+3].[O-]S(C(F)(F)F)(=O)=O.[O-]S(C(F)(F)F)(=O)=O. (2) Reactant: [C:1]([N:4]1[CH2:9][CH2:8][CH:7]([O:10][C:11]2[CH:16]=[C:15]([CH3:17])[C:14]([C:18]3[CH:23]=[CH:22][CH:21]=[C:20]([CH2:24][O:25][C:26]4[CH:39]=[CH:38][C:29]5[C@H:30]([CH2:33][C:34]([O:36]C)=[O:35])[CH2:31][O:32][C:28]=5[CH:27]=4)[CH:19]=3)=[C:13]([CH3:40])[CH:12]=2)[CH2:6][CH2:5]1)(=[O:3])[CH3:2].[OH-].[Li+]. Product: [C:1]([N:4]1[CH2:5][CH2:6][CH:7]([O:10][C:11]2[CH:16]=[C:15]([CH3:17])[C:14]([C:18]3[CH:23]=[CH:22][CH:21]=[C:20]([CH2:24][O:25][C:26]4[CH:39]=[CH:38][C:29]5[C@H:30]([CH2:33][C:34]([OH:36])=[O:35])[CH2:31][O:32][C:28]=5[CH:27]=4)[CH:19]=3)=[C:13]([CH3:40])[CH:12]=2)[CH2:8][CH2:9]1)(=[O:3])[CH3:2]. The catalyst class is: 83. (3) Reactant: [CH2:1]([C:3]1[CH:4]=[C:5]([OH:9])[CH:6]=[CH:7][CH:8]=1)[CH3:2].[Br:10][CH2:11][CH2:12][CH2:13]Br.C(=O)([O-])[O-].[K+].[K+]. Product: [Br:10][CH2:11][CH2:12][CH2:13][O:9][C:5]1[CH:6]=[CH:7][CH:8]=[C:3]([CH2:1][CH3:2])[CH:4]=1. The catalyst class is: 9. (4) Reactant: [C:1]([O:5][C:6](=[O:20])[C:7]([CH3:19])([S:9][C:10]1[CH:18]=[CH:17][C:13]([C:14]([OH:16])=[O:15])=[CH:12][CH:11]=1)[CH3:8])([CH3:4])([CH3:3])[CH3:2].O[CH2:22][C:23]1[N:27]([CH2:28][CH2:29][CH3:30])[C:26](=[O:31])[N:25]([CH2:32][C:33]2[CH:38]=[CH:37][C:36]([S:39][C:40]([F:43])([F:42])[F:41])=[CH:35][CH:34]=2)[N:24]=1.C1(N=C=NC2CCCCC2)CCCCC1. Product: [C:1]([O:5][C:6](=[O:20])[C:7]([CH3:8])([S:9][C:10]1[CH:11]=[CH:12][C:13]([C:14]([O:16][CH2:22][C:23]2[N:27]([CH2:28][CH2:29][CH3:30])[C:26](=[O:31])[N:25]([CH2:32][C:33]3[CH:38]=[CH:37][C:36]([S:39][C:40]([F:41])([F:42])[F:43])=[CH:35][CH:34]=3)[N:24]=2)=[O:15])=[CH:17][CH:18]=1)[CH3:19])([CH3:2])([CH3:3])[CH3:4]. The catalyst class is: 119. (5) Reactant: [CH:1]1([NH2:4])[CH2:3][CH2:2]1.[N:5]1[CH:10]=[CH:9][CH:8]=[C:7]([CH:11]2[CH2:16][CH2:15][C:14](=O)[CH2:13][CH2:12]2)[CH:6]=1.C(O)(=O)C.[BH-](OC(C)=O)(OC(C)=O)OC(C)=O.[Na+]. Product: [CH:1]1([NH:4][C@H:14]2[CH2:15][CH2:16][C@H:11]([C:7]3[CH:6]=[N:5][CH:10]=[CH:9][CH:8]=3)[CH2:12][CH2:13]2)[CH2:3][CH2:2]1. The catalyst class is: 26. (6) Reactant: [CH3:1][Si]([N-][Si](C)(C)C)(C)C.[K+].[C:11]([O:15][C:16]([N:18]1[C@H:27]([CH:28]=O)[CH2:26][C:25]2[C:20](=[CH:21][CH:22]=[CH:23][CH:24]=2)[CH2:19]1)=[O:17])([CH3:14])([CH3:13])[CH3:12]. Product: [C:11]([O:15][C:16]([N:18]1[C@H:27]([CH:28]=[CH2:1])[CH2:26][C:25]2[C:20](=[CH:21][CH:22]=[CH:23][CH:24]=2)[CH2:19]1)=[O:17])([CH3:14])([CH3:13])[CH3:12]. The catalyst class is: 307.